Dataset: Forward reaction prediction with 1.9M reactions from USPTO patents (1976-2016). Task: Predict the product of the given reaction. (1) Given the reactants [Cl:1][C:2]1[CH:7]=[CH:6][C:5]([NH:8][C:9]2[CH:10]=[CH:11][C:12]([CH2:15][NH:16][C:17]([C:19]3([NH:22]C(=O)OC(C)(C)C)[CH2:21][CH2:20]3)=[O:18])=[N:13][CH:14]=2)=[C:4]([C:30]([F:33])([F:32])[F:31])[CH:3]=1.[F:34][C:35]([F:40])([F:39])[C:36]([OH:38])=[O:37], predict the reaction product. The product is: [F:34][C:35]([F:40])([F:39])[C:36]([OH:38])=[O:37].[Cl:1][C:2]1[CH:7]=[CH:6][C:5]([NH:8][C:9]2[CH:10]=[CH:11][C:12]([CH2:15][NH:16][C:17]([C:19]3([NH2:22])[CH2:20][CH2:21]3)=[O:18])=[N:13][CH:14]=2)=[C:4]([C:30]([F:33])([F:31])[F:32])[CH:3]=1. (2) Given the reactants [Cl:1][C:2]1[C:3]([C:30]2[CH:35]=[C:34]([Cl:36])[CH:33]=[CH:32][C:31]=2[C:37]#[N:38])=[CH:4][C:5](=[O:29])[N:6]([CH:8]([CH2:25][CH:26]([CH3:28])[CH3:27])[C:9]([NH:11][C:12]2[CH:24]=[CH:23][C:15]([C:16]([O:18]C(C)(C)C)=[O:17])=[CH:14][CH:13]=2)=[O:10])[CH:7]=1.C(O)(C(F)(F)F)=O, predict the reaction product. The product is: [Cl:1][C:2]1[C:3]([C:30]2[CH:35]=[C:34]([Cl:36])[CH:33]=[CH:32][C:31]=2[C:37]#[N:38])=[CH:4][C:5](=[O:29])[N:6]([CH:8]([CH2:25][CH:26]([CH3:28])[CH3:27])[C:9]([NH:11][C:12]2[CH:13]=[CH:14][C:15]([C:16]([OH:18])=[O:17])=[CH:23][CH:24]=2)=[O:10])[CH:7]=1. (3) Given the reactants [CH2:1]([O:3][C:4](=[O:18])[CH:5]([C:7]1[C:12]([F:13])=[CH:11][C:10]([O:14][CH2:15][CH3:16])=[CH:9][C:8]=1[F:17])[OH:6])[CH3:2].I[CH3:20], predict the reaction product. The product is: [CH2:1]([O:3][C:4](=[O:18])[CH:5]([C:7]1[C:12]([F:13])=[CH:11][C:10]([O:14][CH2:15][CH3:16])=[CH:9][C:8]=1[F:17])[O:6][CH3:20])[CH3:2]. (4) The product is: [OH:14][C:13]1[C:8]([N+:5]([O-:7])=[O:6])=[C:9]([OH:15])[CH:10]=[CH:11][C:12]=1[C:16](=[O:18])[CH3:17]. Given the reactants [Cl-].[Al+3].[Cl-].[Cl-].[N+:5]([C:8]1[C:13]([OH:14])=[CH:12][CH:11]=[CH:10][C:9]=1[OH:15])([O-:7])=[O:6].[C:16](OC(=O)C)(=[O:18])[CH3:17], predict the reaction product. (5) Given the reactants [Cl:1][C:2]1[CH:3]=[C:4]([C@H:9]2[CH2:14][C@H:13]([C:15](=[O:22])[CH2:16][C:17](OCC)=[O:18])[CH2:12][CH2:11][N:10]2[C:23]([O:25][CH3:26])=[O:24])[CH:5]=[C:6]([Cl:8])[CH:7]=1.[OH-].[Na+].[NH2:29]O.Cl, predict the reaction product. The product is: [Cl:1][C:2]1[CH:3]=[C:4]([C@H:9]2[CH2:14][C@H:13]([C:15]3[O:22][NH:29][C:17](=[O:18])[CH:16]=3)[CH2:12][CH2:11][N:10]2[C:23]([O:25][CH3:26])=[O:24])[CH:5]=[C:6]([Cl:8])[CH:7]=1.